Dataset: Forward reaction prediction with 1.9M reactions from USPTO patents (1976-2016). Task: Predict the product of the given reaction. (1) Given the reactants [CH2:1]([O:8][C:9]1[CH:14]=[C:13]([N:15]([CH2:21][CH2:22][CH2:23][CH3:24])[CH2:16][CH2:17][CH2:18][CH2:19][OH:20])[CH:12]=[CH:11][C:10]=1[CH:25]=[CH:26][C:27]1[S:31][C:30]([CH:32]=O)=[CH:29][CH:28]=1)[C:2]1[CH:7]=[CH:6][CH:5]=[CH:4][CH:3]=1.[C:34]([C:36]1[C:37](=[C:52]([C:55]#[N:56])[C:53]#[N:54])[O:38][C:39]([C:46]2[CH:51]=[CH:50][CH:49]=[CH:48][CH:47]=2)([C:42]([F:45])([F:44])[F:43])[C:40]=1[CH3:41])#[N:35], predict the reaction product. The product is: [CH2:1]([O:8][C:9]1[CH:14]=[C:13]([N:15]([CH2:21][CH2:22][CH2:23][CH3:24])[CH2:16][CH2:17][CH2:18][CH2:19][OH:20])[CH:12]=[CH:11][C:10]=1[CH:25]=[CH:26][C:27]1[S:31][C:30]([CH:32]=[CH:41][C:40]2[C:39]([C:46]3[CH:51]=[CH:50][CH:49]=[CH:48][CH:47]=3)([C:42]([F:45])([F:43])[F:44])[O:38][C:37](=[C:52]([C:55]#[N:56])[C:53]#[N:54])[C:36]=2[C:34]#[N:35])=[CH:29][CH:28]=1)[C:2]1[CH:3]=[CH:4][CH:5]=[CH:6][CH:7]=1. (2) Given the reactants [Cl:1][C:2]1[CH:3]=[C:4]([N:10]2[C:14]([CH3:15])=[C:13]([O:16][C:17]3[CH:25]=[CH:24][C:20]([C:21]([OH:23])=O)=[CH:19][CH:18]=3)[C:12]([CH3:26])=[N:11]2)[CH:5]=[CH:6][C:7]=1[C:8]#[N:9].[CH3:27][N:28]1[CH2:33][CH2:32][NH:31][CH2:30][CH2:29]1.C(OC(C)C)(C)C, predict the reaction product. The product is: [Cl:1][C:2]1[CH:3]=[C:4]([N:10]2[C:14]([CH3:15])=[C:13]([O:16][C:17]3[CH:25]=[CH:24][C:20]([C:21]([N:31]4[CH2:32][CH2:33][N:28]([CH3:27])[CH2:29][CH2:30]4)=[O:23])=[CH:19][CH:18]=3)[C:12]([CH3:26])=[N:11]2)[CH:5]=[CH:6][C:7]=1[C:8]#[N:9]. (3) Given the reactants Br[C:2]1[S:3][C:4]([NH:30][C:31](=[O:37])[O:32][C:33]([CH3:36])([CH3:35])[CH3:34])=[C:5]([C:7](=[O:29])[NH:8][C:9]2[CH:10]=[N:11][N:12]([CH3:28])[C:13]=2[N:14]2[CH2:20][CH2:19][CH2:18][C@H:17]([NH:21][C:22](=[O:27])[C:23]([F:26])([F:25])[F:24])[CH2:16][CH2:15]2)[N:6]=1.[F:38][C:39]1[CH:44]=[C:43](B2OC(C)(C)C(C)(C)O2)[CH:42]=[CH:41][N:40]=1.CC([O-])=O.[K+].C([O-])([O-])=O.[Na+].[Na+], predict the reaction product. The product is: [F:38][C:39]1[CH:44]=[C:43]([C:2]2[S:3][C:4]([NH:30][C:31](=[O:37])[O:32][C:33]([CH3:36])([CH3:35])[CH3:34])=[C:5]([C:7](=[O:29])[NH:8][C:9]3[CH:10]=[N:11][N:12]([CH3:28])[C:13]=3[N:14]3[CH2:20][CH2:19][CH2:18][C@H:17]([NH:21][C:22](=[O:27])[C:23]([F:26])([F:25])[F:24])[CH2:16][CH2:15]3)[N:6]=2)[CH:42]=[CH:41][N:40]=1. (4) Given the reactants [O:1]=[C:2]1[CH:11]=[CH:10][C:9]2[C:4](=[CH:5][CH:6]=[C:7]([C:12]([F:15])([F:14])[F:13])[CH:8]=2)[N:3]1[CH2:16][C:17]([OH:19])=[O:18].CO, predict the reaction product. The product is: [O:1]=[C:2]1[CH2:11][CH2:10][C:9]2[C:4](=[CH:5][CH:6]=[C:7]([C:12]([F:14])([F:13])[F:15])[CH:8]=2)[N:3]1[CH2:16][C:17]([OH:19])=[O:18]. (5) Given the reactants [CH3:1][O:2][CH2:3][O:4][C@H:5]1[C@H:9]([C:10]2[N:14]([CH3:15])[N:13]=[CH:12][CH:11]=2)[CH2:8][C@H:7](O)[CH2:6]1.COCCN(S(F)(F)[F:27])CCOC.C(=O)([O-])O.[Na+], predict the reaction product. The product is: [F:27][C@H:7]1[CH2:8][C@H:9]([C:10]2[N:14]([CH3:15])[N:13]=[CH:12][CH:11]=2)[C@@H:5]([O:4][CH2:3][O:2][CH3:1])[CH2:6]1. (6) The product is: [F:22][C:2]([F:1])([F:21])[C:3]1[CH:4]=[C:5]([CH2:9][CH2:10][C:11]2[CH:16]=[CH:15][N:14]=[C:13]([NH:17][C:18]([NH2:20])=[O:19])[CH:12]=2)[CH:6]=[CH:7][CH:8]=1. Given the reactants [F:1][C:2]([F:22])([F:21])[C:3]1[CH:4]=[C:5]([CH:9]=[CH:10][C:11]2[CH:16]=[CH:15][N:14]=[C:13]([NH:17][C:18]([NH2:20])=[O:19])[CH:12]=2)[CH:6]=[CH:7][CH:8]=1.[H][H], predict the reaction product.